This data is from Forward reaction prediction with 1.9M reactions from USPTO patents (1976-2016). The task is: Predict the product of the given reaction. Given the reactants [NH2:1][C:2]1[C:10]2[C:9]([C:11]3[CH:16]=[CH:15][C:14]([Cl:17])=[C:13]([Cl:18])[CH:12]=3)=[N:8][C:7](S(C)=O)=[N:6][C:5]=2[S:4][C:3]=1[C:22]([NH2:24])=[O:23].[NH2:25][CH2:26][CH2:27][CH:28]([OH:30])[CH3:29], predict the reaction product. The product is: [NH2:1][C:2]1[C:10]2[C:9]([C:11]3[CH:16]=[CH:15][C:14]([Cl:17])=[C:13]([Cl:18])[CH:12]=3)=[N:8][C:7]([NH:25][CH2:26][CH2:27][CH:28]([OH:30])[CH3:29])=[N:6][C:5]=2[S:4][C:3]=1[C:22]([NH2:24])=[O:23].